Dataset: Catalyst prediction with 721,799 reactions and 888 catalyst types from USPTO. Task: Predict which catalyst facilitates the given reaction. (1) Reactant: [C:1]([OH:9])(=[O:8])[C:2]([CH2:4][C:5](O)=[O:6])=[CH2:3].[CH3:10][N:11]([CH3:15])[CH2:12][CH2:13][NH2:14]. Product: [CH3:10][N:11]([CH3:15])[CH2:12][CH2:13][N:14]1[C:5](=[O:6])[CH2:4][CH:2]([C:1]([OH:9])=[O:8])[CH2:3]1. The catalyst class is: 5. (2) Reactant: [C:1]([C:5]1[O:6][C:7]([C:10]2[C:14]([C:15]#[CH:16])=[C:13]([C:17]3[CH:22]=[CH:21][C:20]([Cl:23])=[CH:19][CH:18]=3)[N:12]([C:24]3[CH:29]=[CH:28][C:27]([Cl:30])=[CH:26][C:25]=3[Cl:31])[N:11]=2)=[N:8][N:9]=1)([CH3:4])([CH3:3])[CH3:2].[CH3:32][Si]([N-][Si](C)(C)C)(C)C.[Li+].IC. Product: [C:1]([C:5]1[O:6][C:7]([C:10]2[C:14]([C:15]#[C:16][CH3:32])=[C:13]([C:17]3[CH:18]=[CH:19][C:20]([Cl:23])=[CH:21][CH:22]=3)[N:12]([C:24]3[CH:29]=[CH:28][C:27]([Cl:30])=[CH:26][C:25]=3[Cl:31])[N:11]=2)=[N:8][N:9]=1)([CH3:4])([CH3:2])[CH3:3]. The catalyst class is: 7. (3) Reactant: [F:1][C:2]1[N:7]=[CH:6][C:5]([OH:8])=[C:4]([I:9])[CH:3]=1.[H-].[Na+].Br[CH2:13][CH2:14][O:15][CH:16]1[CH2:21][CH2:20][CH2:19][CH2:18][O:17]1. Product: [F:1][C:2]1[CH:3]=[C:4]([I:9])[C:5]([O:8][CH2:13][CH2:14][O:15][CH:16]2[CH2:21][CH2:20][CH2:19][CH2:18][O:17]2)=[CH:6][N:7]=1. The catalyst class is: 248. (4) Reactant: [CH3:1][C:2]1[CH:7]=[CH:6][C:5]([S:8]([NH:11][C:12]([O:14][CH2:15][CH2:16][C:17]2[CH:22]=[CH:21][C:20](B(O)O)=[CH:19][CH:18]=2)=[O:13])(=[O:10])=[O:9])=[CH:4][CH:3]=1.[CH3:26][C:27]1[C:31]([C:32]2[CH:37]=[CH:36][CH:35]=[CH:34][CH:33]=2)=[CH:30][NH:29][N:28]=1.C(N(CC)CC)C. Product: [CH3:1][C:2]1[CH:7]=[CH:6][C:5]([S:8]([NH:11][C:12](=[O:13])[O:14][CH2:15][CH2:16][C:17]2[CH:22]=[CH:21][C:20]([N:29]3[CH:30]=[C:31]([C:32]4[CH:37]=[CH:36][CH:35]=[CH:34][CH:33]=4)[C:27]([CH3:26])=[N:28]3)=[CH:19][CH:18]=2)(=[O:10])=[O:9])=[CH:4][CH:3]=1. The catalyst class is: 732. (5) Reactant: [CH2:1]([C:3]1[CH:4]=[C:5]([OH:9])[CH:6]=[CH:7][CH:8]=1)[CH3:2].C(=O)([O-])[O-].[K+].[K+].Br[CH2:17][CH2:18][CH2:19][C:20]([O:22][CH2:23][CH3:24])=[O:21]. Product: [CH2:1]([C:3]1[CH:4]=[C:5]([O:9][CH2:17][CH2:18][CH2:19][C:20]([O:22][CH2:23][CH3:24])=[O:21])[CH:6]=[CH:7][CH:8]=1)[CH3:2]. The catalyst class is: 42. (6) Reactant: C=O.[CH3:3][C:4]1[CH:9]=[CH:8][CH:7]=[C:6]([CH3:10])[C:5]=1/[CH:11]=[CH:12]/[CH:13]1[CH2:18][CH2:17][N:16]([C:19](=[O:28])[CH2:20][NH:21][CH:22]2[CH2:27][CH2:26][O:25][CH2:24][CH2:23]2)[CH2:15][CH2:14]1.[C:29](O[BH-](OC(=O)C)OC(=O)C)(=O)C.[Na+].C(=O)([O-])O.[Na+].[Cl:48]C(Cl)C. Product: [ClH:48].[CH3:10][C:6]1[CH:7]=[CH:8][CH:9]=[C:4]([CH3:3])[C:5]=1/[CH:11]=[CH:12]/[CH:13]1[CH2:14][CH2:15][N:16]([C:19](=[O:28])[CH2:20][N:21]([CH3:29])[CH:22]2[CH2:23][CH2:24][O:25][CH2:26][CH2:27]2)[CH2:17][CH2:18]1. The catalyst class is: 845. (7) Reactant: [N:1]1[CH:2]=[C:3]([C:10]([NH:12][C:13]2[CH:14]=[C:15]([CH:19]=[CH:20][C:21]=2[CH3:22])[C:16]([OH:18])=O)=[O:11])[N:4]2[CH:9]=[CH:8][CH:7]=[CH:6][C:5]=12.CN(C(ON1N=NC2C=CC=NC1=2)=[N+](C)C)C.F[P-](F)(F)(F)(F)F.[NH2:47][C@@H:48]1[C:56]2[C:51](=[CH:52][CH:53]=[CH:54][CH:55]=2)[CH2:50][C@@H:49]1[OH:57].C(N(C(C)C)CC)(C)C. Product: [OH:57][C@H:49]1[CH2:50][C:51]2[C:56](=[CH:55][CH:54]=[CH:53][CH:52]=2)[C@H:48]1[NH:47][C:16]([C:15]1[CH:19]=[CH:20][C:21]([CH3:22])=[C:13]([NH:12][C:10]([C:3]2[N:4]3[CH:9]=[CH:8][CH:7]=[CH:6][C:5]3=[N:1][CH:2]=2)=[O:11])[CH:14]=1)=[O:18]. The catalyst class is: 18. (8) Reactant: [CH2:1]([NH2:6])[CH2:2][CH2:3][CH2:4][NH2:5].[C:7]([O:11][CH2:12][C:13]([CH2:26][O:27][C:28](=[O:31])[CH:29]=[CH2:30])([CH2:20][O:21][C:22](=[O:25])[CH:23]=[CH2:24])[CH2:14][O:15][C:16](=[O:19])[CH:17]=[CH2:18])(=[O:10])[CH:8]=[CH2:9]. Product: [OH:11][CH2:12][C:13]([CH2:26][OH:27])([CH2:20][OH:21])[CH2:14][OH:15].[C:22]([O:21][CH2:20][C:13]([CH2:26][O:27][C:28](=[O:31])[CH:29]=[CH2:30])([CH2:14][O:15][C:16](=[O:19])[CH:17]=[CH2:18])[CH2:12][O:11][C:7](=[O:10])[CH:8]=[CH2:9])(=[O:25])[CH:23]=[CH2:24].[CH2:1]([NH2:6])[CH2:2][CH2:3][CH2:4][NH2:5]. The catalyst class is: 5. (9) Reactant: C([Li])(C)(C)C.CC[O:8][CH2:9][CH3:10].Br[C:12]1[CH:13]=[C:14]2[C:18](=[CH:19][C:20]=1C)[NH:17][CH:16]=[C:15]2[CH3:22]. Product: [CH3:22][C:15]1[C:14]2[C:18](=[CH:19][C:20]([CH3:12])=[C:10]([CH:9]=[O:8])[CH:13]=2)[NH:17][CH:16]=1. The catalyst class is: 3. (10) Reactant: [CH3:1][O:2][C:3](=[O:36])[NH:4][C@H:5]([C:9]([N:11]1[CH2:15][CH2:14][CH2:13][C@H:12]1[C:16]1[NH:17][CH:18]=[C:19]([C:21]2[CH:26]=[CH:25][C:24](B3OC(C)(C)C(C)(C)O3)=[CH:23][CH:22]=2)[N:20]=1)=[O:10])[CH:6]([CH3:8])[CH3:7].Br[C:38]1[CH:43]=[CH:42][C:41]([NH2:44])=[CH:40][C:39]=1[O:45][C:46]([F:49])([F:48])[F:47].O.C(=O)([O-])[O-].[K+].[K+]. Product: [CH3:1][O:2][C:3](=[O:36])[NH:4][C@H:5]([C:9]([N:11]1[CH2:15][CH2:14][CH2:13][C@H:12]1[C:16]1[NH:17][CH:18]=[C:19]([C:21]2[CH:26]=[CH:25][C:24]([C:38]3[CH:43]=[CH:42][C:41]([NH2:44])=[CH:40][C:39]=3[O:45][C:46]([F:47])([F:48])[F:49])=[CH:23][CH:22]=2)[N:20]=1)=[O:10])[CH:6]([CH3:8])[CH3:7]. The catalyst class is: 741.